This data is from Forward reaction prediction with 1.9M reactions from USPTO patents (1976-2016). The task is: Predict the product of the given reaction. (1) Given the reactants C(N(CCCC)[C@H:6]([CH3:15])[C@H:7]([C:9]1[CH:14]=[CH:13][CH:12]=[CH:11][CH:10]=1)[OH:8])CCC.C(C1C=C(C=CC=1)[C:25]([O:27][C:28]([CH3:31])([CH3:30])[CH3:29])=[O:26])=O.C([Zn]CC)C.[Cl-].[NH4+].Cl, predict the reaction product. The product is: [OH:8][C@H:7]([C:9]1[CH:10]=[C:11]([CH:12]=[CH:13][CH:14]=1)[C:25]([O:27][C:28]([CH3:31])([CH3:30])[CH3:29])=[O:26])[CH2:6][CH3:15]. (2) The product is: [CH3:1][C@@H:2]1[CH2:24][C:23]2[C:25](=[O:26])[C:18](=[CH:19][C:20]([C:22]=2[NH2:41])=[O:21])[NH:17][C:15](=[O:16])[C:14]([CH3:29])=[CH:13][CH:12]=[CH:11][C@@H:10]([O:30][CH3:31])[C@@H:9]([O:32][C:33]([NH2:35])=[O:34])[C:8]([CH3:36])=[CH:7][C@H:6]([CH3:37])[C@@H:5]([OH:38])[C@H:4]([O:39][CH3:40])[CH2:3]1. Given the reactants [CH3:1][C@@H:2]1[CH2:24][C:23]2[C:25](=[O:26])[C:18](=[CH:19][C:20]([C:22]=2OC)=[O:21])[NH:17][C:15](=[O:16])[C:14]([CH3:29])=[CH:13][CH:12]=[CH:11][C@H:10]([O:30][CH3:31])[C@@H:9]([O:32][C:33]([NH2:35])=[O:34])[C:8]([CH3:36])=[CH:7][C@H:6]([CH3:37])[C@@H:5]([OH:38])[C@@H:4]([O:39][CH3:40])[CH2:3]1.[NH3:41], predict the reaction product.